Dataset: Experimentally validated miRNA-target interactions with 360,000+ pairs, plus equal number of negative samples. Task: Binary Classification. Given a miRNA mature sequence and a target amino acid sequence, predict their likelihood of interaction. (1) The miRNA is hsa-miR-3663-5p with sequence GCUGGUCUGCGUGGUGCUCGG. The protein sequence of the target gene is MEPQPGGARSCRRGAPGGACELNTATESAAPMSLAIHSTTGTRYDLSVPHDETVEGLRKRLSQRLKVPKERLALLHKDTRLSSGKLQEFGVGDGSKLTLVPTVEAGLMSQASRPEQSVMQALESLTETQVSDFLSGRSPLTLALRVGDHMMFVQLQLAAQHAPLQHRHVLAAAAAAAAAARGDSSVATPVSSPCRPVSSAARVPPVSSSPSSPVSPSPVTAGSFRSHAASTTCPEQMDCSPPASSSSTSTPGSSPTPRSRKPGAVIESFVNHAPGVFSGTFSGTLHPNCQDSSGRPRRDI.... Result: 0 (no interaction). (2) The miRNA is hsa-miR-367-3p with sequence AAUUGCACUUUAGCAAUGGUGA. The protein sequence of the target gene is MLFPLQVAAVTSSVRDDPLEHCVSPRTRARSPEICKMADNLDEFIEEQKARLAEDKAELESDPPYMEMKGKLSAKLSENSKILISMAKENIPPNSQQTRGSLGIDYGLSLPLGEDYERKKHKLKEELRQDYRRYLTQGITQGKRKKNFLSTSETDPSTLGVSLPIGERLSAKERLKLERNKEYNQFLRGKEESSEKFRQVEKSTEPKSQRNKKPIGQVKPDLTSQIQTSCENSEGPRKDVLTPSEAYEELLNQRRLEEDRYRQLDDEIELRNRRIIKKANEEVGISNLKHQRFASKAGIP.... Result: 0 (no interaction). (3) Result: 0 (no interaction). The miRNA is hsa-miR-632 with sequence GUGUCUGCUUCCUGUGGGA. The protein sequence of the target gene is MTDLVAVWDVALSDGVHKIEFEHGTTSGKRVVYVDGKEEIRKEWMFKLVGKETFYVGAAKTKATINIDAISGFAYEYTLEINGKSLKKYMEDRSKTTNTWVLHMDGENFRIVLEKDAMDVWCNGKKLETAGEFVDDGTETHFSIGNHDCYIKAVSSGKRKEGIIHTLIVDNREIPEIAS. (4) The miRNA is hsa-miR-7851-3p with sequence UACCUGGGAGACUGAGGUUGGA. The protein sequence of the target gene is MAAMAVALRGLGGRFRWRTQAVAGGVRGAARGAAAGQRDYDLLVVGGGSGGLACAKEAAQLGRKVAVVDYVEPSPQGTRWGLGGTCVNVGCIPKKLMHQAALLGGLIQDAPNYGWEVAQPVPHDWRKMAEAVQNHVKSLNWGHRVQLQDRKVKYFNIKASFVDEHTVCGVAKGGKEILLSADHIIIATGGRPRYPTHIEGALEYGITSDDIFWLKESPGKTLVVGASYVALECAGFLTGIGLDTTIMMRSIPLRGFDQQMSSMVIEHMASHGTRFLRGCAPSRVRRLPDGQLQVTWEDST.... Result: 1 (interaction). (5) The miRNA is hsa-miR-500b-5p with sequence AAUCCUUGCUACCUGGGU. Result: 1 (interaction). The protein sequence of the target gene is MARARAGALLALWVLGAAAHPQCLDFRPPFRPTQPLRLCAQYSDFGCCDEGRDAELTRRFWALASRVDAAEWAACAGYARDLLCQECSPYAAHLYDAEDPFTPLRTVPGLCQDYCLDMWHKCRGLFRHLSTDQELWALEGNLARFCRYLSLDDTDYCFPYLLVNKNLNSNLGHVVADAKGCLQLCLEEVANGLRNPVAMVHARDGTHRFFVAEQVGLVWAYLPDRSRLGKPFLNISRVVLTSPWEGDERGFLGIAFHPSFQHNRRLYVYYSVGIRSSEWIRISEFRVSEDDENAVDHSSE.... (6) The miRNA is hsa-miR-5192 with sequence AGGAGAGUGGAUUCCAGGUGGU. The protein sequence of the target gene is MFRGAWMWPGKDAAALTICCCCCCWAPRQSDKPCADSERAQRWRLSLASLLFFTVLLADHLWLCAGARPRARELSSAMRPPWGAGRERQPVPPRAVLPPPPPSPGEPSASSGTCGPRYSNLTKAAPAAGSGPVCNGVPEPTGLDAACTKLESLQRLFEPTTPAPPLRPPDSPSRAPEFPSAKKNLLKGHFRNFTLSFCDTYTVWDLLLGMDRPDSLDCSLDTLLGDLLAVVASPGSGTWEACSNCIEAYQRLDRHAQEKYDEFDLVLHKYLQAEEYSIRSCTKGCKAVYKAWLCSEYFSV.... Result: 0 (no interaction). (7) The miRNA is hsa-miR-7159-5p with sequence UUCAACAAGGGUGUAGGAUGG. The protein sequence of the target gene is MGAAGRQDFLFKAMLTISWLTLTCFPGATSTVAAGCPDQSPELQPWNPGHDQDHHVHIGQGKTLLLTSSATVYSIHISEGGKLVIKDHDEPIVLRTRHILIDNGGELHAGSALCPFQGNFTIILYGRADEGIQPDPYYGLKYIGVGKGGALELHGQKKLSWTFLNKTLHPGGMAEGGYFFERSWGHRGVIVHVIDPKSGTVIHSDRFDTYRSKKESERLVQYLNAVPDGRILSVAVNDEGSRNLDDMARKAMTKLGSKHFLHLGFRHPWSFLTVKGNPSSSVEDHIEYHGHRGSAAARVF.... Result: 0 (no interaction).